This data is from Catalyst prediction with 721,799 reactions and 888 catalyst types from USPTO. The task is: Predict which catalyst facilitates the given reaction. (1) Reactant: [Br:1][C:2]1[N:7]=[C:6]([NH:8][CH2:9][CH:10]2[CH2:15][CH2:14][O:13][CH2:12][CH2:11]2)[CH:5]=[CH:4][CH:3]=1.[Cl:16]N1C(=O)CCC1=O. Product: [Br:1][C:2]1[N:7]=[C:6]([NH:8][CH2:9][CH:10]2[CH2:15][CH2:14][O:13][CH2:12][CH2:11]2)[CH:5]=[CH:4][C:3]=1[Cl:16]. The catalyst class is: 10. (2) Reactant: [NH2:1][C:2]1[C:3]2[NH:10][CH:9]=[C:8]([C@@H:11]3[N:15](C(OC(C)(C)C)=O)[C@H:14]([CH2:23][O:24][C:25](=[O:38])[CH:26]([NH:30]C(OC(C)(C)C)=O)[CH:27]([CH3:29])[CH3:28])[C@H:13]4[O:39]C(C)(C)[O:41][C@@H:12]34)[C:4]=2[N:5]=[CH:6][N:7]=1.O.[S:45](=[O:49])(=[O:48])([OH:47])[OH:46].C(O)C. Product: [S:45]([OH:49])([OH:48])(=[O:47])=[O:46].[NH2:30][CH:26]([CH:27]([CH3:29])[CH3:28])[C:25]([O:24][CH2:23][C@@H:14]1[C@@H:13]([OH:39])[C@@H:12]([OH:41])[C@H:11]([C:8]2[C:4]3[N:5]=[CH:6][N:7]=[C:2]([NH2:1])[C:3]=3[NH:10][CH:9]=2)[NH:15]1)=[O:38]. The catalyst class is: 237.